The task is: Predict the reaction yield, written as a fraction of the theoretical maximum amount of product (1.0 means a 100% yield; for example, 0.34 means a 34% yield).. This data is from Reaction yield outcomes from USPTO patents with 853,638 reactions. The reactants are [Cl:1][C:2]1[C:3]2[C:10](I)=[CH:9][NH:8][C:4]=2[N:5]=[CH:6][N:7]=1.[CH3:12][C:13]([OH:17])([C:15]#[CH:16])[CH3:14].CN(C=O)C.C1COCC1. The catalyst is C1C=CC([P]([Pd]([P](C2C=CC=CC=2)(C2C=CC=CC=2)C2C=CC=CC=2)([P](C2C=CC=CC=2)(C2C=CC=CC=2)C2C=CC=CC=2)[P](C2C=CC=CC=2)(C2C=CC=CC=2)C2C=CC=CC=2)(C2C=CC=CC=2)C2C=CC=CC=2)=CC=1.CC(C)=O.CCCCCC.C(Cl)(Cl)Cl. The product is [Cl:1][C:2]1[C:3]2[C:10]([C:16]#[C:15][C:13]([CH3:14])([OH:17])[CH3:12])=[CH:9][NH:8][C:4]=2[N:5]=[CH:6][N:7]=1. The yield is 0.797.